Dataset: Reaction yield outcomes from USPTO patents with 853,638 reactions. Task: Predict the reaction yield, written as a fraction of the theoretical maximum amount of product (1.0 means a 100% yield; for example, 0.34 means a 34% yield). (1) The reactants are I[CH2:2][C:3]1([CH3:32])[CH2:7][C:6]2[C:8]([CH3:31])=[C:9]([NH:23][C:24](=[O:30])[CH2:25][C:26]([CH3:29])([CH3:28])[CH3:27])[C:10]([CH3:22])=[C:11]([CH2:12][C:13]3[CH:18]=[CH:17][C:16]([CH:19]([CH3:21])[CH3:20])=[CH:15][CH:14]=3)[C:5]=2[O:4]1.[NH:33]1[CH2:37][CH2:36][CH2:35][CH2:34]1. The catalyst is O. The product is [CH:19]([C:16]1[CH:15]=[CH:14][C:13]([CH2:12][C:11]2[C:5]3[O:4][C:3]([CH3:32])([CH2:2][N:33]4[CH2:37][CH2:36][CH2:35][CH2:34]4)[CH2:7][C:6]=3[C:8]([CH3:31])=[C:9]([NH:23][C:24](=[O:30])[CH2:25][C:26]([CH3:28])([CH3:27])[CH3:29])[C:10]=2[CH3:22])=[CH:18][CH:17]=1)([CH3:20])[CH3:21]. The yield is 0.950. (2) The reactants are [C:1]1([N:7]2[C:11]3[CH:12]=[CH:13][CH:14]=[CH:15][C:10]=3[N:9]=[C:8]2[C@@H:16]([NH2:18])[CH3:17])[CH:6]=[CH:5][CH:4]=[CH:3][CH:2]=1.Cl[C:20]1[N:28]=[CH:27][N:26]=[C:25]2[C:21]=1[N:22]=[C:23]([CH3:29])[NH:24]2.C(N(C(C)C)C(C)C)C. The catalyst is C(O)CCC. The product is [CH3:29][C:23]1[NH:24][C:25]2[C:21]([N:22]=1)=[C:20]([NH:18][C@H:16]([C:8]1[N:7]([C:1]3[CH:2]=[CH:3][CH:4]=[CH:5][CH:6]=3)[C:11]3[CH:12]=[CH:13][CH:14]=[CH:15][C:10]=3[N:9]=1)[CH3:17])[N:28]=[CH:27][N:26]=2. The yield is 0.300. (3) The reactants are C([C:3]1[O:7][C:6]([C:8]([NH:10][C:11]2[S:12][C:13]([C:21]([CH:23]3[CH2:28][CH2:27][O:26][CH2:25][CH2:24]3)=[O:22])=[C:14]([C:16]3[O:17][CH:18]=[CH:19][CH:20]=3)[N:15]=2)=[O:9])=[CH:5][CH:4]=1)=O.Cl.[NH2:30][OH:31]. The catalyst is C(O)C. The product is [O:17]1[CH:18]=[CH:19][CH:20]=[C:16]1[C:14]1[N:15]=[C:11]([NH:10][C:8]([CH:6]2[CH:5]=[CH:4][C:3](=[N:30][OH:31])[O:7]2)=[O:9])[S:12][C:13]=1[C:21]([CH:23]1[CH2:24][CH2:25][O:26][CH2:27][CH2:28]1)=[O:22]. The yield is 0.840. (4) The reactants are [CH:1]1[CH:2]=[C:3]([CH2:6][NH:7][C:8]2[C:13]([C:14]([OH:16])=[O:15])=[CH:12][C:11]([S:17]([NH2:20])(=[O:19])=[O:18])=[C:10]([Cl:21])[CH:9]=2)[O:4][CH:5]=1.C(N1C=CN=C1)(N1C=CN=C1)=O.[CH3:34][C:35]([CH3:39])=[CH:36][CH2:37]O.C(C(CCC)[O-])(C)(C)C.[K+]. The catalyst is O1CCCC1.C(OCC)(=O)C. The product is [NH2:20][S:17]([C:11]1[C:10]([Cl:21])=[CH:9][C:8]([NH:7][CH2:6][C:3]2[O:4][CH:5]=[CH:1][CH:2]=2)=[C:13]([CH:12]=1)[C:14]([O:16][CH2:37][CH:36]=[C:35]([CH3:39])[CH3:34])=[O:15])(=[O:19])=[O:18]. The yield is 0.560. (5) The reactants are [Cl:1][C:2]1[CH:7]=[CH:6][CH:5]=[CH:4][C:3]=1/[C:8](=[N:10]\[NH:11][CH3:12])/[CH3:9].[Cl-].Cl[CH:15]=[N+](C)C.CN(C)[CH:21]=[O:22]. No catalyst specified. The product is [Cl:1][C:2]1[CH:7]=[CH:6][CH:5]=[CH:4][C:3]=1[C:8]1[C:9]([CH:21]=[O:22])=[CH:12][N:11]([CH3:15])[N:10]=1. The yield is 0.410.